This data is from Reaction yield outcomes from USPTO patents with 853,638 reactions. The task is: Predict the reaction yield, written as a fraction of the theoretical maximum amount of product (1.0 means a 100% yield; for example, 0.34 means a 34% yield). The reactants are [O:1]1[C:5]2[CH:6]=[CH:7][CH:8]=[C:9]([N:10]3[CH2:15][CH2:14][N:13](C(OC(C)(C)C)=O)[CH2:12][CH2:11]3)[C:4]=2[O:3][CH2:2]1.[ClH:23].O1CCOCC1.C(OC(C)C)(C)C. The catalyst is ClCCl. The product is [ClH:23].[O:1]1[C:5]2[CH:6]=[CH:7][CH:8]=[C:9]([N:10]3[CH2:15][CH2:14][NH:13][CH2:12][CH2:11]3)[C:4]=2[O:3][CH2:2]1. The yield is 1.00.